This data is from TCR-epitope binding with 47,182 pairs between 192 epitopes and 23,139 TCRs. The task is: Binary Classification. Given a T-cell receptor sequence (or CDR3 region) and an epitope sequence, predict whether binding occurs between them. (1) The epitope is RLRAEAQVK. The TCR CDR3 sequence is CASSQVSTSPWAGPVSGNTIYF. Result: 1 (the TCR binds to the epitope). (2) The epitope is NLNESLIDL. The TCR CDR3 sequence is CASSSGTGSYEQYF. Result: 1 (the TCR binds to the epitope). (3) The epitope is GLCTLVAML. The TCR CDR3 sequence is CSVGSAGTNEKLFF. Result: 1 (the TCR binds to the epitope). (4) The epitope is ILHCANFNV. The TCR CDR3 sequence is CASSLWAGFNEQFF. Result: 1 (the TCR binds to the epitope).